This data is from Forward reaction prediction with 1.9M reactions from USPTO patents (1976-2016). The task is: Predict the product of the given reaction. Given the reactants C(O[B:5]1[O:9][C:8]([CH3:11])([CH3:10])[C:7]([CH3:13])([CH3:12])[O:6]1)(C)C.C([Li])CCC.[F:19][C:20]1[CH:25]=[C:24]([C:26]([O:29][CH3:30])([CH3:28])[CH3:27])[CH:23]=[C:22]([F:31])[CH:21]=1, predict the reaction product. The product is: [F:19][C:20]1[CH:25]=[C:24]([C:26]([O:29][CH3:30])([CH3:28])[CH3:27])[CH:23]=[C:22]([F:31])[C:21]=1[B:5]1[O:6][C:7]([CH3:12])([CH3:13])[C:8]([CH3:10])([CH3:11])[O:9]1.